This data is from Full USPTO retrosynthesis dataset with 1.9M reactions from patents (1976-2016). The task is: Predict the reactants needed to synthesize the given product. (1) Given the product [F:27][C:28]1[CH:29]=[CH:30][C:31]([CH2:32][N:33]2[CH2:37][C@H:36]([CH3:38])[N:35]([C:39]3[S:40][C:41]([C:45]([OH:47])=[O:46])=[C:42]([CH3:44])[N:43]=3)[C:34]2=[O:50])=[CH:51][CH:52]=1, predict the reactants needed to synthesize it. The reactants are: FC1C=CC(CN2[C@@H](C)CN(C3SC(C(OCC)=O)=C(C)N=3)C2=O)=CC=1.[F:27][C:28]1[CH:52]=[CH:51][C:31]([CH2:32][N:33]2[CH2:37][C@H:36]([CH3:38])[N:35]([C:39]3[S:40][C:41]([C:45]([O:47]CC)=[O:46])=[C:42]([CH3:44])[N:43]=3)[C:34]2=[O:50])=[CH:30][CH:29]=1. (2) Given the product [NH2:18][CH2:17][CH2:16][CH2:15][C@H:14]([NH:29][C:30](=[O:31])[O:32][C:33]([CH3:36])([CH3:35])[CH3:34])[CH2:13][C:12]([NH:11][CH2:10][C@@H:9]([NH:8][C:6]([O:5][C:1]([CH3:2])([CH3:3])[CH3:4])=[O:7])[CH2:38][CH2:39][CH2:40][NH:41][C:42]([O:44][C:45]([CH3:48])([CH3:46])[CH3:47])=[O:43])=[O:37], predict the reactants needed to synthesize it. The reactants are: [C:1]([O:5][C:6]([NH:8][C@@H:9]([CH2:38][CH2:39][CH2:40][NH:41][C:42]([O:44][C:45]([CH3:48])([CH3:47])[CH3:46])=[O:43])[CH2:10][NH:11][C:12](=[O:37])[CH2:13][C@@H:14]([NH:29][C:30]([O:32][C:33]([CH3:36])([CH3:35])[CH3:34])=[O:31])[CH2:15][CH2:16][CH2:17][NH:18]C(=O)OCC1C=CC=CC=1)=[O:7])([CH3:4])([CH3:3])[CH3:2]. (3) Given the product [CH3:22][C:19]1[CH:20]=[CH:21][C:16]([O:15][C:9]2[C:8]3[C:13](=[CH:14][C:5]([O:4][CH2:3][CH2:2][N:41]4[CH2:42][CH2:43][CH:38]([N:33]5[CH2:37][CH2:36][CH2:35][CH2:34]5)[CH2:39][CH2:40]4)=[C:6]([O:31][CH3:32])[CH:7]=3)[N:12]=[CH:11][CH:10]=2)=[C:17]([C:23]([C:25]2[CH:26]=[CH:27][CH:28]=[CH:29][CH:30]=2)=[O:24])[CH:18]=1, predict the reactants needed to synthesize it. The reactants are: Cl[CH2:2][CH2:3][O:4][C:5]1[CH:14]=[C:13]2[C:8]([C:9]([O:15][C:16]3[CH:21]=[CH:20][C:19]([CH3:22])=[CH:18][C:17]=3[C:23]([C:25]3[CH:30]=[CH:29][CH:28]=[CH:27][CH:26]=3)=[O:24])=[CH:10][CH:11]=[N:12]2)=[CH:7][C:6]=1[O:31][CH3:32].[N:33]1([CH:38]2[CH2:43][CH2:42][NH:41][CH2:40][CH2:39]2)[CH2:37][CH2:36][CH2:35][CH2:34]1.C(=O)([O-])[O-].[K+].[K+].O. (4) Given the product [CH2:1]([O:8][C:9]1[CH:10]=[C:11]([CH:16]=[CH:17][CH:18]=1)[C:12]([OH:14])=[O:13])[C:2]1[CH:3]=[CH:4][CH:5]=[CH:6][CH:7]=1, predict the reactants needed to synthesize it. The reactants are: [CH2:1]([O:8][C:9]1[CH:10]=[C:11]([CH:16]=[CH:17][CH:18]=1)[C:12]([O:14]C)=[O:13])[C:2]1[CH:7]=[CH:6][CH:5]=[CH:4][CH:3]=1.[OH-].[K+].CO.